This data is from Full USPTO retrosynthesis dataset with 1.9M reactions from patents (1976-2016). The task is: Predict the reactants needed to synthesize the given product. The reactants are: C(OC1C=CC([N:15]2[C:23]3[C:18](=[CH:19][CH:20]=[CH:21][CH:22]=3)[CH:17]=[C:16]2[CH2:24][CH2:25][O:26][Si:27]([C:30]([CH3:33])([CH3:32])[CH3:31])([CH3:29])[CH3:28])=CC=1)C1C=CC=CC=1.[Si](OCCC1NC2C(C=1)=CC=CC=2)(C(C)(C)C)(C)C.CN(C)CCN.P([O-])([O-])([O-])=O.[K+].[K+].[K+]. Given the product [Si:27]([O:26][CH2:25][CH2:24][C:16]#[C:17][C:18]1[CH:19]=[CH:20][CH:21]=[CH:22][C:23]=1[NH2:15])([C:30]([CH3:32])([CH3:33])[CH3:31])([CH3:29])[CH3:28], predict the reactants needed to synthesize it.